From a dataset of Peptide-MHC class I binding affinity with 185,985 pairs from IEDB/IMGT. Regression. Given a peptide amino acid sequence and an MHC pseudo amino acid sequence, predict their binding affinity value. This is MHC class I binding data. (1) The peptide sequence is GLKRGGVLL. The MHC is HLA-B15:01 with pseudo-sequence HLA-B15:01. The binding affinity (normalized) is 0.369. (2) The peptide sequence is WTLAKPDFV. The MHC is HLA-A25:01 with pseudo-sequence HLA-A25:01. The binding affinity (normalized) is 0.0847. (3) The peptide sequence is ACQGVGGPGHK. The MHC is HLA-B40:01 with pseudo-sequence HLA-B40:01. The binding affinity (normalized) is 0. (4) The peptide sequence is SEAAYAKKI. The MHC is Mamu-A02 with pseudo-sequence Mamu-A02. The binding affinity (normalized) is 0. (5) The peptide sequence is NSFIISTLNK. The MHC is HLA-A11:01 with pseudo-sequence HLA-A11:01. The binding affinity (normalized) is 1.00. (6) The peptide sequence is DHQAAFQYI. The MHC is Patr-A0701 with pseudo-sequence Patr-A0701. The binding affinity (normalized) is 0.232. (7) The peptide sequence is APLAHRLGM. The MHC is HLA-A03:01 with pseudo-sequence HLA-A03:01. The binding affinity (normalized) is 0.0847.